From a dataset of Forward reaction prediction with 1.9M reactions from USPTO patents (1976-2016). Predict the product of the given reaction. (1) Given the reactants [C:1]([O:8][CH2:9][CH3:10])(=[O:7])[C:2]([O:4][CH2:5][CH3:6])=O.O[CH2:12][C:13]([C:15]1C=C[CH:18]=[CH:17][CH:16]=1)=[O:14].[O-]CC.[Na+].S(=O)(=O)(O)O, predict the reaction product. The product is: [O:4]1[C:5]2[C:15](=[CH:16][CH:17]=[CH:18][CH:6]=2)[C:13](=[O:14])[CH:12]=[C:2]1[C:1]([O:8][CH2:9][CH3:10])=[O:7]. (2) Given the reactants O.O.O.O.O.O.O.[Cl-].[Ce+3].[Cl-].[Cl-].[Si:12]([O:19][CH2:20][C@@H:21]1[C:26]([CH3:27])=[CH:25][C:24](=[O:28])[CH2:23][N:22]1[C:29]([O:31][C:32]([CH3:35])([CH3:34])[CH3:33])=[O:30])([C:15]([CH3:18])([CH3:17])[CH3:16])([CH3:14])[CH3:13].[BH4-].[Na+], predict the reaction product. The product is: [Si:12]([O:19][CH2:20][C@@H:21]1[C:26]([CH3:27])=[CH:25][C@H:24]([OH:28])[CH2:23][N:22]1[C:29]([O:31][C:32]([CH3:35])([CH3:34])[CH3:33])=[O:30])([C:15]([CH3:18])([CH3:16])[CH3:17])([CH3:14])[CH3:13]. (3) Given the reactants [I:1][C:2]1[C:10]2[C:5](=[CH:6][C:7](/[CH:11]=[C:12]3/[C:13](=[O:21])[NH:14][C:15]4[C:20]/3=[CH:19][CH:18]=[CH:17][CH:16]=4)=[CH:8][CH:9]=2)[NH:4][N:3]=1.I[C:23]1C2C(=CC(C=O)=CC=2)NN=1.CN1C2C(=CC=CC=2)CC1=O, predict the reaction product. The product is: [I:1][C:2]1[C:10]2[C:5](=[CH:6][C:7](/[CH:11]=[C:12]3/[C:13](=[O:21])[N:14]([CH3:23])[C:15]4[C:20]/3=[CH:19][CH:18]=[CH:17][CH:16]=4)=[CH:8][CH:9]=2)[NH:4][N:3]=1. (4) Given the reactants [BH-](OC(C)=O)(OC(C)=O)OC(C)=O.[Na+].[CH3:15][O:16][CH2:17][CH2:18][O:19][CH2:20][C:21]1[CH:30]=[C:29]2[C:24]([CH:25]=[CH:26][C:27]([CH:31]=O)=[CH:28]2)=[CH:23][CH:22]=1.[CH3:33][O:34][C:35]1[CH:36]=[C:37]([CH:47]=[CH:48][CH:49]=1)[C:38]([NH:40][CH:41]1[CH2:46][CH2:45][NH:44][CH2:43][CH2:42]1)=[O:39].C([O-])(O)=O.[Na+], predict the reaction product. The product is: [CH3:33][O:34][C:35]1[CH:36]=[C:37]([CH:47]=[CH:48][CH:49]=1)[C:38]([NH:40][CH:41]1[CH2:46][CH2:45][N:44]([CH2:31][C:27]2[CH:26]=[CH:25][C:24]3[C:29](=[CH:30][C:21]([CH2:20][O:19][CH2:18][CH2:17][O:16][CH3:15])=[CH:22][CH:23]=3)[CH:28]=2)[CH2:43][CH2:42]1)=[O:39]. (5) Given the reactants [Cl:1][C:2]1[CH:8]=[CH:7][C:5]([NH2:6])=[CH:4][CH:3]=1.[CH3:9][O:10][C:11]([CH2:13][CH2:14][C:15]1[CH:20]=[CH:19][C:18]([S:21](Cl)(=[O:23])=[O:22])=[CH:17][CH:16]=1)=[O:12], predict the reaction product. The product is: [Cl:1][C:2]1[CH:8]=[CH:7][C:5]([NH:6][S:21]([C:18]2[CH:17]=[CH:16][C:15]([CH2:14][CH2:13][C:11]([O:10][CH3:9])=[O:12])=[CH:20][CH:19]=2)(=[O:23])=[O:22])=[CH:4][CH:3]=1.